This data is from Full USPTO retrosynthesis dataset with 1.9M reactions from patents (1976-2016). The task is: Predict the reactants needed to synthesize the given product. (1) Given the product [CH3:1][C:2]([CH3:7])([CH3:6])[CH2:3][NH:15][C:13]1[CH:12]=[CH:11][CH:10]=[C:9]([CH3:8])[N:14]=1, predict the reactants needed to synthesize it. The reactants are: [CH3:1][C:2]([CH3:7])([CH3:6])[C:3](Cl)=O.[CH3:8][C:9]1[N:14]=[C:13]([NH2:15])[CH:12]=[CH:11][CH:10]=1.C(=O)([O-])O.[Na+]. (2) Given the product [Br:1][C:2]1[CH:3]=[C:4]([CH:5]2[C:26]3[C:27](=[O:29])[CH2:28][CH:23]([CH2:20][CH2:21][CH3:22])[CH2:24][C:25]=3[NH:19][C:15]([CH3:14])=[C:16]2[C:17]#[N:18])[CH:7]=[C:8]([N+:11]([O-:13])=[O:12])[C:9]=1[OH:10], predict the reactants needed to synthesize it. The reactants are: [Br:1][C:2]1[CH:3]=[C:4]([CH:7]=[C:8]([N+:11]([O-:13])=[O:12])[C:9]=1[OH:10])[CH:5]=O.[CH3:14]/[C:15](/[NH2:19])=[CH:16]\[C:17]#[N:18].[CH2:20]([CH:23]1[CH2:28][C:27](=[O:29])[CH2:26][C:25](=O)[CH2:24]1)[CH2:21][CH3:22]. (3) The reactants are: [OH:1][N:2]=[C:3]([C:12]1[CH:17]=[CH:16][N:15]=[CH:14][CH:13]=1)[C:4]([C:6]1[CH:11]=[CH:10][CH:9]=[CH:8][CH:7]=1)=[O:5].[F:18]C1(CC(C2C=CC=CC=2)=O)C=CN=CC1. Given the product [F:18][C:12]1([C:3](=[N:2][OH:1])[C:4]([C:6]2[CH:11]=[CH:10][CH:9]=[CH:8][CH:7]=2)=[O:5])[CH:13]=[CH:14][N:15]=[CH:16][CH2:17]1, predict the reactants needed to synthesize it. (4) Given the product [Cl:8][C:6]1[N:7]=[C:2]([NH:29][CH2:28][C:25]2[CH:26]=[N:27][C:22]([Cl:21])=[CH:23][CH:24]=2)[N:3]=[C:4]([NH:9][C:10]2[CH:15]=[CH:14][C:13]([F:16])=[C:12]([C:17]([F:20])([F:19])[F:18])[CH:11]=2)[N:5]=1, predict the reactants needed to synthesize it. The reactants are: Cl[C:2]1[N:7]=[C:6]([Cl:8])[N:5]=[C:4]([NH:9][C:10]2[CH:15]=[CH:14][C:13]([F:16])=[C:12]([C:17]([F:20])([F:19])[F:18])[CH:11]=2)[N:3]=1.[Cl:21][C:22]1[N:27]=[CH:26][C:25]([CH2:28][NH2:29])=[CH:24][CH:23]=1. (5) Given the product [OH:26][C:21]1[CH:20]=[CH:19][C:18]([CH:16]2[C:8]([C:9]3[CH:14]=[CH:13][CH:12]=[CH:11][CH:10]=3)=[C:7]([C:1]3[CH:6]=[CH:5][CH:4]=[CH:3][CH:2]=3)[NH:30][C:28](=[O:29])[NH:27]2)=[CH:25][C:22]=1[C:23]#[N:24], predict the reactants needed to synthesize it. The reactants are: [C:1]1([C:7](=O)[CH2:8][C:9]2[CH:14]=[CH:13][CH:12]=[CH:11][CH:10]=2)[CH:6]=[CH:5][CH:4]=[CH:3][CH:2]=1.[CH:16]([C:18]1[CH:19]=[CH:20][C:21]([OH:26])=[C:22]([CH:25]=1)[C:23]#[N:24])=O.[NH2:27][C:28]([NH2:30])=[O:29].Cl. (6) Given the product [CH:7]1([C@H:10]2[NH:11][CH2:12][CH2:13][N:14]([C:17]3[CH:22]=[CH:21][C:20]([C:23]([OH:32])([C:28]([F:29])([F:31])[F:30])[C:24]([F:27])([F:25])[F:26])=[CH:19][CH:18]=3)[CH2:15]2)[CH2:9][CH2:8]1, predict the reactants needed to synthesize it. The reactants are: CC(C)([O-])C.[Na+].[CH:7]1([C@@H:10]2[CH2:15][NH:14][CH2:13][CH2:12][NH:11]2)[CH2:9][CH2:8]1.Br[C:17]1[CH:22]=[CH:21][C:20]([C:23]([OH:32])([C:28]([F:31])([F:30])[F:29])[C:24]([F:27])([F:26])[F:25])=[CH:19][CH:18]=1.C1(P(C2CCCCC2)C2C=CC=CC=2C2C(OC(C)C)=CC=CC=2OC(C)C)CCCCC1. (7) The reactants are: [CH:1]([S:4][C:5]1[CH:10]=[CH:9][CH:8]=[C:7](I)[CH:6]=1)([CH3:3])[CH3:2].C([Li])CCC.[Cl:17][C:18]1[CH:19]=[C:20]([C:26]([F:29])([F:28])[F:27])[CH:21]=[C:22]([Cl:25])[C:23]=1F.O. Given the product [CH:1]([S:4][C:5]1[CH:10]=[CH:9][CH:8]=[C:7]([C:23]2[C:22]([Cl:25])=[CH:21][C:20]([C:26]([F:27])([F:29])[F:28])=[CH:19][C:18]=2[Cl:17])[CH:6]=1)([CH3:3])[CH3:2], predict the reactants needed to synthesize it.